From a dataset of Catalyst prediction with 721,799 reactions and 888 catalyst types from USPTO. Predict which catalyst facilitates the given reaction. (1) Product: [F:30][C:26]1[CH:25]=[N:24][CH:23]=[C:22]([C:8]2[CH:9]=[CH:10][C:5]3[O:4][C:3](=[O:20])[N:2]([CH3:1])[C:6]=3[CH:7]=2)[C:27]=1[CH:28]=[O:29]. Reactant: [CH3:1][N:2]1[C:6]2[CH:7]=[C:8](B3OC(C)(C)C(C)(C)O3)[CH:9]=[CH:10][C:5]=2[O:4][C:3]1=[O:20].Br[C:22]1[CH:23]=[N:24][CH:25]=[C:26]([F:30])[C:27]=1[CH:28]=[O:29].C([O-])([O-])=O.[Na+].[Na+]. The catalyst class is: 233. (2) Reactant: C1C=CC2N(O)N=NC=2C=1.CCN(C(C)C)C(C)C.[F:20][C:21]1[CH:22]=[CH:23][C:24]([C:30]([F:33])([F:32])[F:31])=[C:25]([CH:29]=1)[C:26]([OH:28])=O.CCN=C=NCCCN(C)C.Cl.[C:46]([O:50][C:51]([N:53]1[CH2:58][CH2:57][NH:56][CH2:55][CH2:54]1)=[O:52])([CH3:49])([CH3:48])[CH3:47]. Product: [C:46]([O:50][C:51]([N:53]1[CH2:58][CH2:57][N:56]([C:26](=[O:28])[C:25]2[CH:29]=[C:21]([F:20])[CH:22]=[CH:23][C:24]=2[C:30]([F:33])([F:32])[F:31])[CH2:55][CH2:54]1)=[O:52])([CH3:49])([CH3:47])[CH3:48]. The catalyst class is: 18. (3) Reactant: Br[C:2]1[CH:3]=[C:4]([NH:8][C@H:9]([C:16]2[CH:21]=[CH:20][CH:19]=[CH:18][CH:17]=2)[CH2:10][NH:11][C:12](=[O:15])[CH2:13][OH:14])[CH:5]=[N:6][CH:7]=1.[CH3:22][C:23]1[C:31]2[C:26](=[CH:27][CH:28]=[C:29](B3OC(C)(C)C(C)(C)O3)[CH:30]=2)[NH:25][N:24]=1.C([O-])([O-])=O.[K+].[K+].N#N. Product: [OH:14][CH2:13][C:12]([NH:11][CH2:10][C@H:9]([NH:8][C:4]1[CH:5]=[N:6][CH:7]=[C:2]([C:29]2[CH:30]=[C:31]3[C:26](=[CH:27][CH:28]=2)[NH:25][N:24]=[C:23]3[CH3:22])[CH:3]=1)[C:16]1[CH:21]=[CH:20][CH:19]=[CH:18][CH:17]=1)=[O:15]. The catalyst class is: 70. (4) Reactant: [C:1]([CH:3]=[C:4]1[CH2:7][N:6](C(OC(C)(C)C)=O)[CH2:5]1)#[N:2].Cl.C(N(C(C)C)CC)(C)C.[CH2:25]([S:27](Cl)(=[O:29])=[O:28])[CH3:26]. Product: [CH2:25]([S:27]([N:6]1[CH2:5][C:4](=[CH:3][C:1]#[N:2])[CH2:7]1)(=[O:29])=[O:28])[CH3:26]. The catalyst class is: 10. (5) Reactant: [CH2:1]([O:3][C:4](=[O:21])[CH:5]=[CH:6][C@@H:7]1[CH2:11][C:10]([F:13])([F:12])[CH2:9][N:8]1[C:14]([O:16][C:17]([CH3:20])([CH3:19])[CH3:18])=[O:15])[CH3:2]. Product: [C:17]([O:16][C:14]([N:8]1[CH2:9][C:10]([F:13])([F:12])[CH2:11][C@H:7]1[CH2:6][CH2:5][C:4]([O:3][CH2:1][CH3:2])=[O:21])=[O:15])([CH3:20])([CH3:19])[CH3:18]. The catalyst class is: 63. (6) Reactant: [CH3:1][O:2][C:3]1[CH:8]=[CH:7][C:6]([C:9]2[C:10](=[O:25])[N:11]([CH2:19][C:20]([O:22]CC)=[O:21])[C:12]3([CH2:18][CH2:17][CH2:16][CH2:15][CH2:14]3)[N:13]=2)=[CH:5][CH:4]=1.O.[OH-].[Na+].Cl. Product: [CH3:1][O:2][C:3]1[CH:4]=[CH:5][C:6]([C:9]2[C:10](=[O:25])[N:11]([CH2:19][C:20]([OH:22])=[O:21])[C:12]3([CH2:18][CH2:17][CH2:16][CH2:15][CH2:14]3)[N:13]=2)=[CH:7][CH:8]=1. The catalyst class is: 8. (7) Reactant: [H-].[H-].[H-].[H-].[Li+].[Al+3].[CH3:7][C:8]1[CH:9]=[C:10]([CH:36]=[CH:37][CH:38]=1)[CH:11]=[C:12]1[CH2:17][CH2:16][N:15](C(=O)CNC(NC2C3C(=CC=CC=3)N=C(C)C=2)=O)[CH2:14][CH2:13]1.[CH3:39]COC(C)=O.[C:45]([O-:48])(O)=[O:46].[Na+].[CH2:50]1[CH2:54]OC[CH2:51]1. Product: [C:50]([O:48][C:45]([N:15]1[CH2:14][CH2:13][C:12](=[CH:11][C:10]2[CH:36]=[CH:37][CH:38]=[C:8]([CH3:7])[CH:9]=2)[CH2:17][CH2:16]1)=[O:46])([CH3:51])([CH3:54])[CH3:39]. The catalyst class is: 5.